From a dataset of CYP2C9 inhibition data for predicting drug metabolism from PubChem BioAssay. Regression/Classification. Given a drug SMILES string, predict its absorption, distribution, metabolism, or excretion properties. Task type varies by dataset: regression for continuous measurements (e.g., permeability, clearance, half-life) or binary classification for categorical outcomes (e.g., BBB penetration, CYP inhibition). Dataset: cyp2c9_veith. (1) The drug is O=S(=O)(O)c1cc(N=Nc2cccc3ccccc23)c(O)c2ncccc12. The result is 0 (non-inhibitor). (2) The result is 0 (non-inhibitor). The molecule is CC(C)NC(=O)N1CC2(CCN(C(=O)c3ccco3)CC2)C1. (3) The result is 0 (non-inhibitor). The molecule is COc1cccc(-c2nc(NCc3cccs3)c3ccccc3n2)c1. (4) The drug is CCSc1nnc([C@@H](N)Cc2c[nH]c3ccccc23)o1.Cl. The result is 0 (non-inhibitor).